Regression. Given two drug SMILES strings and cell line genomic features, predict the synergy score measuring deviation from expected non-interaction effect. From a dataset of NCI-60 drug combinations with 297,098 pairs across 59 cell lines. (1) Cell line: HOP-62. Drug 2: CCC1(C2=C(COC1=O)C(=O)N3CC4=CC5=C(C=CC(=C5CN(C)C)O)N=C4C3=C2)O.Cl. Synergy scores: CSS=50.2, Synergy_ZIP=-2.45, Synergy_Bliss=2.53, Synergy_Loewe=-16.9, Synergy_HSA=2.01. Drug 1: C1CN1P(=S)(N2CC2)N3CC3. (2) Drug 1: C1=NC2=C(N=C(N=C2N1C3C(C(C(O3)CO)O)O)F)N. Drug 2: CC(C)NC(=O)C1=CC=C(C=C1)CNNC.Cl. Cell line: MOLT-4. Synergy scores: CSS=68.5, Synergy_ZIP=-0.885, Synergy_Bliss=2.14, Synergy_Loewe=-24.9, Synergy_HSA=0.376. (3) Drug 1: C1=NC2=C(N1)C(=S)N=C(N2)N. Drug 2: C1CN(CCN1C(=O)CCBr)C(=O)CCBr. Cell line: HT29. Synergy scores: CSS=67.6, Synergy_ZIP=-4.73, Synergy_Bliss=-5.05, Synergy_Loewe=-4.76, Synergy_HSA=-2.31. (4) Drug 1: COC1=CC(=CC(=C1O)OC)C2C3C(COC3=O)C(C4=CC5=C(C=C24)OCO5)OC6C(C(C7C(O6)COC(O7)C8=CC=CS8)O)O. Drug 2: CCCCC(=O)OCC(=O)C1(CC(C2=C(C1)C(=C3C(=C2O)C(=O)C4=C(C3=O)C=CC=C4OC)O)OC5CC(C(C(O5)C)O)NC(=O)C(F)(F)F)O. Cell line: PC-3. Synergy scores: CSS=20.9, Synergy_ZIP=-5.18, Synergy_Bliss=0.515, Synergy_Loewe=2.88, Synergy_HSA=3.10. (5) Drug 1: CC12CCC3C(C1CCC2O)C(CC4=C3C=CC(=C4)O)CCCCCCCCCS(=O)CCCC(C(F)(F)F)(F)F. Drug 2: C1CN(P(=O)(OC1)NCCCl)CCCl. Cell line: RPMI-8226. Synergy scores: CSS=4.56, Synergy_ZIP=3.94, Synergy_Bliss=-0.747, Synergy_Loewe=2.93, Synergy_HSA=-0.888. (6) Drug 1: C1=CC=C(C=C1)NC(=O)CCCCCCC(=O)NO. Drug 2: CN1C2=C(C=C(C=C2)N(CCCl)CCCl)N=C1CCCC(=O)O.Cl. Cell line: RPMI-8226. Synergy scores: CSS=34.9, Synergy_ZIP=-0.865, Synergy_Bliss=1.25, Synergy_Loewe=-31.6, Synergy_HSA=0.955.